From a dataset of Full USPTO retrosynthesis dataset with 1.9M reactions from patents (1976-2016). Predict the reactants needed to synthesize the given product. (1) The reactants are: Br[C:2]1[CH:3]=[N:4][C:5]2[N:6]([CH:8]=[C:9]([CH2:11][O:12][C:13]3[CH:18]=[CH:17][C:16]([F:19])=[CH:15][CH:14]=3)[N:10]=2)[CH:7]=1.[F:20][C:21]1[N:26]=[CH:25][C:24](B(O)O)=[CH:23][CH:22]=1. Given the product [F:19][C:16]1[CH:17]=[CH:18][C:13]([O:12][CH2:11][C:9]2[N:10]=[C:5]3[N:4]=[CH:3][C:2]([C:24]4[CH:25]=[N:26][C:21]([F:20])=[CH:22][CH:23]=4)=[CH:7][N:6]3[CH:8]=2)=[CH:14][CH:15]=1, predict the reactants needed to synthesize it. (2) Given the product [Cl:1][C:2]1[CH:7]=[CH:6][C:5]([O:8][CH2:17][CH:14]2[CH2:15][CH2:16][N:11]([CH3:10])[CH2:12][CH2:13]2)=[C:4]([I:9])[CH:3]=1, predict the reactants needed to synthesize it. The reactants are: [Cl:1][C:2]1[CH:7]=[CH:6][C:5]([OH:8])=[C:4]([I:9])[CH:3]=1.[CH3:10][N:11]1[CH2:16][CH2:15][CH:14]([CH2:17]O)[CH2:13][CH2:12]1.C1(P(C2C=CC=CC=2)C2C=CC=CC=2)C=CC=CC=1.C(OC(N=NC(OC(C)C)=O)=O)(C)C.